This data is from Serine/threonine kinase 33 screen with 319,792 compounds. The task is: Binary Classification. Given a drug SMILES string, predict its activity (active/inactive) in a high-throughput screening assay against a specified biological target. (1) The molecule is OC(=O)c1nn(c(n1)c1ccccc1)c1ccccc1. The result is 0 (inactive). (2) The compound is n12C(N=c3c(=c1[nH]c1c2cccc1)cccc3)c1cccnc1. The result is 1 (active). (3) The molecule is O=C(Nc1c(CC)cccc1C)CC(CC(O)=O)(C)C. The result is 0 (inactive).